This data is from Catalyst prediction with 721,799 reactions and 888 catalyst types from USPTO. The task is: Predict which catalyst facilitates the given reaction. (1) The catalyst class is: 2. Product: [CH:13]1([N:17]2[CH2:18][CH2:19][C:20]3([CH2:27][CH2:26][N:25]([C:8]([C:7]4[CH:6]=[CH:5][C:4]([C:1](=[O:3])[CH3:2])=[CH:12][CH:11]=4)=[O:10])[CH2:24][CH2:23]3)[CH2:21][CH2:22]2)[CH2:16][CH2:15][CH2:14]1. Reactant: [C:1]([C:4]1[CH:12]=[CH:11][C:7]([C:8]([OH:10])=O)=[CH:6][CH:5]=1)(=[O:3])[CH3:2].[CH:13]1([N:17]2[CH2:22][CH2:21][C:20]3([CH2:27][CH2:26][NH:25][CH2:24][CH2:23]3)[CH2:19][CH2:18]2)[CH2:16][CH2:15][CH2:14]1.F[P-](F)(F)(F)(F)F.N1(O[P+](N(C)C)(N(C)C)N(C)C)C2C=CC=CC=2N=N1. (2) Reactant: ClCCl.[Cl:4][C:5]1[CH:6]=[CH:7][C:8]([NH:25][CH2:26][C:27]2[CH:32]=[CH:31][C:30]([O:33][CH3:34])=[CH:29][C:28]=2[O:35][CH3:36])=[C:9]([CH:11]([C:13]2[CH:18]=[CH:17][CH:16]=[C:15]([C:19]([F:22])([F:21])[F:20])[C:14]=2[O:23][CH3:24])[OH:12])[CH:10]=1.C(=O)([O-])O.[Na+].Cl/[C:43](=[CH:49]\[C:50](OCC)=[O:51])/[C:44]([O:46][CH2:47][CH3:48])=[O:45]. Product: [Cl:4][C:5]1[CH:6]=[CH:7][C:8]([N:25]([CH2:26][C:27]2[CH:32]=[CH:31][C:30]([O:33][CH3:34])=[CH:29][C:28]=2[O:35][CH3:36])[C:50](=[O:51])/[CH:49]=[CH:43]/[C:44]([O:46][CH2:47][CH3:48])=[O:45])=[C:9]([CH:11]([OH:12])[C:13]2[CH:18]=[CH:17][CH:16]=[C:15]([C:19]([F:22])([F:21])[F:20])[C:14]=2[O:23][CH3:24])[CH:10]=1. The catalyst class is: 6. (3) Reactant: [Cl:1][C:2]1[CH:3]=[C:4]([C:8]([NH:10][C@@H:11]2[CH2:16][CH2:15][N:14](C(OC)=O)[CH2:13][C@@H:12]2[CH3:21])=[O:9])[NH:5][C:6]=1[CH3:7].[OH-].[K+].O.NN.O. Product: [Cl:1][C:2]1[CH:3]=[C:4]([C:8]([NH:10][C@@H:11]2[CH2:16][CH2:15][NH:14][CH2:13][C@@H:12]2[CH3:21])=[O:9])[NH:5][C:6]=1[CH3:7]. The catalyst class is: 196. (4) Reactant: [CH3:1][S:2]([C:5]1[CH:10]=[CH:9][CH:8]=[CH:7][C:6]=1[C:11]1[C:20]([CH:21]=[O:22])=[CH:19][C:18]2[C:13](=[CH:14][CH:15]=[CH:16][N:17]=2)[N:12]=1)(=[O:4])=[O:3].[CH3:23][Mg]Br. Product: [CH3:1][S:2]([C:5]1[CH:10]=[CH:9][CH:8]=[CH:7][C:6]=1[C:11]1[C:20]([CH:21]([OH:22])[CH3:23])=[CH:19][C:18]2[C:13](=[CH:14][CH:15]=[CH:16][N:17]=2)[N:12]=1)(=[O:3])=[O:4]. The catalyst class is: 1. (5) Reactant: Cl[C:2]1[N:10]=[C:9]([CH3:11])[N:8]=[C:7]2[C:3]=1[NH:4][C:5](=[O:35])[N:6]2[C:12]1[CH:17]=[C:16]([O:18][CH2:19][C:20]2[C:25]([O:26][CH3:27])=[CH:24][CH:23]=[C:22]([F:28])[C:21]=2[F:29])[C:15]([O:30][CH2:31][CH2:32][OH:33])=[CH:14][C:13]=1[Cl:34].[C:36]1(P([C:37]2[CH:36]=CC=[CH:39][CH:38]=2)CCCP([C:37]2[CH:36]=CC=[CH:39][CH:38]=2)[C:37]2[CH:36]=CC=[CH:39][CH:38]=2)C=C[CH:39]=[CH:38][CH:37]=1.C(N(CC)C(C)C)(C)C.CS(C)=[O:76].[CH2:78]([OH:82])CCC. Product: [CH2:39]([O:76][C:78]([C:2]1[N:10]=[C:9]([CH3:11])[N:8]=[C:7]2[C:3]=1[NH:4][C:5](=[O:35])[N:6]2[C:12]1[CH:17]=[C:16]([O:18][CH2:19][C:20]2[C:25]([O:26][CH3:27])=[CH:24][CH:23]=[C:22]([F:28])[C:21]=2[F:29])[C:15]([O:30][CH2:31][CH2:32][OH:33])=[CH:14][C:13]=1[Cl:34])=[O:82])[CH2:38][CH2:37][CH3:36]. The catalyst class is: 167.